From a dataset of Catalyst prediction with 721,799 reactions and 888 catalyst types from USPTO. Predict which catalyst facilitates the given reaction. (1) Reactant: [I:1][C:2]1[CH:10]=[C:9]2[C:5]([CH:6]=[N:7][NH:8]2)=[CH:4][CH:3]=1.[H-].[Na+].Cl[C:14]1[N:19]=[CH:18][N:17]=[C:16]([NH:20][C:21]2[C:22]([O:27][CH3:28])=[N:23][CH:24]=[CH:25][CH:26]=2)[CH:15]=1. Product: [I:1][C:2]1[CH:10]=[C:9]2[C:5]([CH:6]=[N:7][N:8]2[C:14]2[N:19]=[CH:18][N:17]=[C:16]([NH:20][C:21]3[C:22]([O:27][CH3:28])=[N:23][CH:24]=[CH:25][CH:26]=3)[CH:15]=2)=[CH:4][CH:3]=1. The catalyst class is: 3. (2) Reactant: [CH3:1][CH:2]1[CH2:7][CH:6]([C:8]([C:10]2[S:11][CH:12]=[CH:13][N:14]=2)=[O:9])[CH2:5][CH2:4][CH:3]1[C:15]([O:17][CH2:18][CH3:19])=[O:16].[CH3:20][Mg+].[Br-]. Product: [OH:9][C:8]([CH:6]1[CH2:5][CH2:4][CH:3]([C:15]([O:17][CH2:18][CH3:19])=[O:16])[CH:2]([CH3:1])[CH2:7]1)([C:10]1[S:11][CH:12]=[CH:13][N:14]=1)[CH3:20]. The catalyst class is: 1. (3) Reactant: [C:1]([O:5][C:6]([NH:8][C@@H:9]([CH2:13][C:14]#[CH:15])[C:10](O)=[O:11])=[O:7])([CH3:4])([CH3:3])[CH3:2].C[N:17]1CCOCC1.ClC(OCC)=O.N. Product: [C:1]([O:5][C:6](=[O:7])[NH:8][C@H:9]([C:10](=[O:11])[NH2:17])[CH2:13][C:14]#[CH:15])([CH3:4])([CH3:3])[CH3:2]. The catalyst class is: 7. (4) Reactant: S([O-])(O[O-])(=O)=[O:2].[K+].[K+].[CH3:9][N:10]1[C:15](=[O:16])[C:14]2[C:17]([S:31][CH2:32][CH2:33][CH2:34][C:35]([O:37][CH3:38])=[O:36])=[C:18]([CH2:20][C:21]3[C:30]4[C:25](=[CH:26][CH:27]=[CH:28][CH:29]=4)[CH:24]=[CH:23][CH:22]=3)[S:19][C:13]=2[N:12]([CH2:39][CH:40]([CH3:42])[CH3:41])[C:11]1=[O:43].C(=O)(O)[O-].[Na+]. Product: [CH3:9][N:10]1[C:15](=[O:16])[C:14]2[C:17]([S:31]([CH2:32][CH2:33][CH2:34][C:35]([O:37][CH3:38])=[O:36])=[O:2])=[C:18]([CH2:20][C:21]3[C:30]4[C:25](=[CH:26][CH:27]=[CH:28][CH:29]=4)[CH:24]=[CH:23][CH:22]=3)[S:19][C:13]=2[N:12]([CH2:39][CH:40]([CH3:41])[CH3:42])[C:11]1=[O:43]. The catalyst class is: 364.